From a dataset of Forward reaction prediction with 1.9M reactions from USPTO patents (1976-2016). Predict the product of the given reaction. (1) Given the reactants [NH:1]1[C:5]2[CH:6]=[C:7]([C:10]([OH:12])=O)[CH:8]=[CH:9][C:4]=2[N:3]=[N:2]1.Cl.CN([C:17]([O:21][N:22]1N=NC2C=CC=C[C:23]1=2)=[N+](C)C)C.F[P-](F)(F)(F)(F)F.CN(C)C, predict the reaction product. The product is: [CH3:17][O:21][N:22]([CH3:23])[C:10]([C:7]1[CH:8]=[CH:9][C:4]2[N:3]=[N:2][NH:1][C:5]=2[CH:6]=1)=[O:12]. (2) The product is: [F:1][C:2]([F:7])([F:6])[C:3]([OH:5])=[O:4].[F:6][C:2]1([F:7])[CH2:9][CH:8]([O:12][C:13]2[CH:18]=[CH:17][N:16]=[C:15]([CH2:19][C:20]([NH2:31])=[O:22])[CH:14]=2)[CH2:3]1. Given the reactants [F:1][C:2]([F:7])([F:6])[C:3]([OH:5])=[O:4].[CH:8]1([O:12][C:13]2[CH:18]=[CH:17][N:16]=[C:15]([CH2:19][C:20]([O:22]C(C)(C)C)=O)[CH:14]=2)CC[CH2:9]1.S(Cl)(Cl)=O.[NH3:31].CO, predict the reaction product. (3) Given the reactants C(OC([N:8]1[C:16]2[C:11](=[CH:12][C:13]([C:18]#[N:19])=[CH:14][C:15]=2[Br:17])[CH:10]=[C:9]1[CH:20](OCC)[O:21]CC)=O)(C)(C)C.Cl.C(=O)([O-])[O-].[Na+].[Na+], predict the reaction product. The product is: [Br:17][C:15]1[CH:14]=[C:13]([C:18]#[N:19])[CH:12]=[C:11]2[C:16]=1[NH:8][C:9]([CH:20]=[O:21])=[CH:10]2.